From a dataset of Reaction yield outcomes from USPTO patents with 853,638 reactions. Predict the reaction yield, written as a fraction of the theoretical maximum amount of product (1.0 means a 100% yield; for example, 0.34 means a 34% yield). (1) The reactants are [C:1]1([C:7]([CH2:15][CH2:16][CH3:17])([CH2:12][CH2:13][CH3:14])[C:8]([O:10]C)=[O:9])[CH:6]=[CH:5][CH:4]=[CH:3][CH:2]=1. The catalyst is O1CCCC1. The product is [C:1]1([C:7]([CH2:15][CH2:16][CH3:17])([CH2:12][CH2:13][CH3:14])[C:8]([OH:10])=[O:9])[CH:6]=[CH:5][CH:4]=[CH:3][CH:2]=1. The yield is 0.950. (2) The reactants are [CH3:1][N:2]1[CH2:7][CH2:6][C:5]([C:10]2[CH:15]=[CH:14][C:13]([F:16])=[CH:12][CH:11]=2)([CH2:8][NH2:9])[CH2:4][CH2:3]1.[C:17]([C:19]1[C:20]([CH2:32][CH3:33])=[C:21]([C:29](Cl)=[O:30])[C:22]2[C:27]([CH:28]=1)=[CH:26][CH:25]=[CH:24][CH:23]=2)#[N:18]. The catalyst is C(Cl)Cl. The product is [CH3:1][N:2]1[CH2:3][CH2:4][C:5]([C:10]2[CH:11]=[CH:12][C:13]([F:16])=[CH:14][CH:15]=2)([CH2:8][NH:9][C:29]([C:21]2[C:22]3[C:27](=[CH:26][CH:25]=[CH:24][CH:23]=3)[CH:28]=[C:19]([C:17]#[N:18])[C:20]=2[CH2:32][CH3:33])=[O:30])[CH2:6][CH2:7]1. The yield is 0.820.